Task: Predict the reactants needed to synthesize the given product.. Dataset: Full USPTO retrosynthesis dataset with 1.9M reactions from patents (1976-2016) (1) Given the product [C:5]([P:21](=[O:22])([O:26][CH2:27][CH3:28])[O:23][CH2:24][CH3:25])#[CH:6], predict the reactants needed to synthesize it. The reactants are: C[Si]([C:5]#[CH:6])(C)C.C([Li])CCC.[Li].C([O-])([O-])=O.[Na+].[Na+].[OH-].[Na+].[P:21](Cl)([O:26][CH2:27][CH3:28])([O:23][CH2:24][CH3:25])=[O:22]. (2) Given the product [CH2:1]([O:3][C:4](=[O:24])[CH2:5][CH:6]([C:13]1[CH:14]=[C:15]([O:22][CH3:23])[CH:16]=[C:17]2[C:21]=1[NH:20][CH:19]=[CH:18]2)[C:7]1[CH:8]=[CH:9][CH:10]=[CH:11][CH:12]=1)[CH3:2], predict the reactants needed to synthesize it. The reactants are: [CH2:1]([O:3][C:4](=[O:24])[CH:5]=[C:6]([C:13]1[CH:14]=[C:15]([O:22][CH3:23])[CH:16]=[C:17]2[C:21]=1[NH:20][CH:19]=[CH:18]2)[C:7]1[CH:12]=[CH:11][CH:10]=[CH:9][CH:8]=1)[CH3:2].N1C2C(=CC=CC=2C(C2C=CC=CC=2)CC(NC)=O)C=C1. (3) The reactants are: [F:1][C:2]([F:21])([F:20])[O:3][C:4]1[CH:19]=[CH:18][C:7]([O:8][CH2:9][C:10]2[O:14][N:13]=[C:12]([C:15]([OH:17])=O)[CH:11]=2)=[CH:6][CH:5]=1.C(N(CC)CC)C.Cl.C(N=C=NCCCN(C)C)C.ON1C2C=CC=CC=2N=N1.[O:51]1[CH2:56][CH2:55][CH:54]([CH2:57][NH2:58])[CH2:53][CH2:52]1. Given the product [O:51]1[CH2:56][CH2:55][CH:54]([CH2:57][NH:58][C:15]([C:12]2[CH:11]=[C:10]([CH2:9][O:8][C:7]3[CH:6]=[CH:5][C:4]([O:3][C:2]([F:1])([F:21])[F:20])=[CH:19][CH:18]=3)[O:14][N:13]=2)=[O:17])[CH2:53][CH2:52]1, predict the reactants needed to synthesize it.